Dataset: Forward reaction prediction with 1.9M reactions from USPTO patents (1976-2016). Task: Predict the product of the given reaction. (1) Given the reactants [H-].[Na+].[C:3]1([C:9](=[O:11])[CH3:10])[CH:8]=[CH:7][CH:6]=[CH:5][CH:4]=1.[N:12]([C:15]1[CH:20]=[CH:19][CH:18]=[C:17]([C:21]([F:24])([F:23])[F:22])[CH:16]=1)=[C:13]=[S:14], predict the reaction product. The product is: [O:11]=[C:9]([C:3]1[CH:8]=[CH:7][CH:6]=[CH:5][CH:4]=1)[CH2:10][C:13](=[S:14])[NH:12][C:15]1[CH:20]=[CH:19][CH:18]=[C:17]([C:21]([F:22])([F:23])[F:24])[CH:16]=1. (2) Given the reactants [CH2:1](C1C=C2C(COC2=O)=CC=1)[CH3:2].Br[C:14]1[C:15]([O:36][CH3:37])=[C:16]([C:22]([CH2:25][S:26]([C:29]2[CH:34]=[CH:33][C:32]([F:35])=[CH:31][CH:30]=2)(=[O:28])=[O:27])=[CH:23][CH:24]=1)[C:17]([O:19][CH2:20][CH3:21])=[O:18].C(B(CC)CC)C, predict the reaction product. The product is: [CH2:1]([C:14]1[C:15]([O:36][CH3:37])=[C:16]([C:22]([CH2:25][S:26]([C:29]2[CH:34]=[CH:33][C:32]([F:35])=[CH:31][CH:30]=2)(=[O:28])=[O:27])=[CH:23][CH:24]=1)[C:17]([O:19][CH2:20][CH3:21])=[O:18])[CH3:2].